Dataset: Full USPTO retrosynthesis dataset with 1.9M reactions from patents (1976-2016). Task: Predict the reactants needed to synthesize the given product. Given the product [CH2:8]([NH:10][C:11](=[O:12])[O:34][C:31]1[CH:32]=[CH:33][C:28]([C:25]2[N:24]([CH3:35])[C:23]([C:20]([NH:13][C:14]3[CH:19]=[CH:18][CH:17]=[CH:16][CH:15]=3)([CH3:22])[CH3:21])=[N:27][N:26]=2)=[CH:29][CH:30]=1)[CH3:9], predict the reactants needed to synthesize it. The reactants are: C(N(CC)CC)C.[CH2:8]([N:10]=[C:11]=[O:12])[CH3:9].[NH:13]([C:20]([C:23]1[N:24]([CH3:35])[C:25]([C:28]2[CH:33]=[CH:32][C:31]([OH:34])=[CH:30][CH:29]=2)=[N:26][N:27]=1)([CH3:22])[CH3:21])[C:14]1[CH:19]=[CH:18][CH:17]=[CH:16][CH:15]=1.